This data is from Full USPTO retrosynthesis dataset with 1.9M reactions from patents (1976-2016). The task is: Predict the reactants needed to synthesize the given product. (1) Given the product [CH2:9]([O:8][CH2:7][CH:6]([N:16]([C:26](=[O:34])[CH:27]([CH2:31][CH2:32][Cl:33])[C:28](=[O:30])[CH3:29])[CH2:17][C:18]1[CH:19]=[CH:20][C:21]([O:24][CH3:25])=[CH:22][CH:23]=1)[C:5]([OH:35])=[O:4])[C:10]1[CH:15]=[CH:14][CH:13]=[CH:12][CH:11]=1, predict the reactants needed to synthesize it. The reactants are: C([O:4][C:5](=[O:35])[CH:6]([N:16]([C:26](=[O:34])[CH:27]([CH2:31][CH2:32][Cl:33])[C:28](=[O:30])[CH3:29])[CH2:17][C:18]1[CH:23]=[CH:22][C:21]([O:24][CH3:25])=[CH:20][CH:19]=1)[CH2:7][O:8][CH2:9][C:10]1[CH:15]=[CH:14][CH:13]=[CH:12][CH:11]=1)C=C.N1CCOCC1. (2) Given the product [CH3:19][CH2:20][CH2:21][CH2:22][CH2:17][C@H:15]([OH:16])/[CH:5]=[CH:6]/[C@@H:7]1[C@@H:34]([CH2:33]/[CH:50]=[CH:51]\[CH2:52][CH2:54][CH2:55][C:1]([OH:3])=[O:2])[C:35](=[O:36])[CH2:37][C@H:38]1[OH:39].[OH:2][CH:1]1[O:3][C@H:51]([CH2:50][OH:57])[C@H:52]([OH:53])[C@H:54]([OH:12])[C@H:55]1[OH:56], predict the reactants needed to synthesize it. The reactants are: [C:1](=[O:3])=[O:2].C[C@@H:5]([C:15]([C:17]1[CH:22]=[CH:21][C:20](N(C)C)=[CH:19]C=1)=[O:16])/[CH:6]=[C:7](/C=C/C(NO)=[O:12])\C.C([O-])(=O)CCC.[Na+].[C@@H:33]1(N2C=NC(N)=NC2=O)O[C@H:37]([CH2:38][OH:39])[C@@H:35]([OH:36])[CH2:34]1.Br[C@@:50]1(N2C=CC(=O)NC2=O)[O:57][C@H:54]([CH2:55][OH:56])[C@@H:52]([OH:53])[CH2:51]1. (3) Given the product [CH3:20][O:21][C:22]1[CH:23]=[C:24]([N:30]2[CH2:31][CH2:32][N:33]([C:17]([C:8]3[S:7][C:6]([NH:5][CH2:4][CH2:3][O:2][CH3:1])=[N:10][C:9]=3[C:11]3[CH:12]=[CH:13][CH:14]=[CH:15][CH:16]=3)=[O:19])[CH2:34][CH2:35]2)[CH:25]=[C:26]([O:28][CH3:29])[CH:27]=1, predict the reactants needed to synthesize it. The reactants are: [CH3:1][O:2][CH2:3][CH2:4][NH:5][C:6]1[S:7][C:8]([C:17]([OH:19])=O)=[C:9]([C:11]2[CH:16]=[CH:15][CH:14]=[CH:13][CH:12]=2)[N:10]=1.[CH3:20][O:21][C:22]1[CH:23]=[C:24]([N:30]2[CH2:35][CH2:34][NH:33][CH2:32][CH2:31]2)[CH:25]=[C:26]([O:28][CH3:29])[CH:27]=1.Cl.CN(C)CCCN=C=NCC.O.ON1C2C=CC=CC=2N=N1. (4) The reactants are: [Br-].C1(P(C2C=CC=CC=2)C2C=CC=CC=2)C=CC=CC=1.C(Cl)Cl.[CH3:24][C:25]1[CH:26]=[CH:27][CH:28]=[C:29]2[C:34]=1[N:33]=[C:32]([C:35]1[S:36][CH:37]=[CH:38][CH:39]=1)[CH:31]=[C:30]2[C:40]([OH:42])=O.[NH2:43][C:44]1[O:45][C:46]([C:49]2[O:50][CH:51]=[CH:52][CH:53]=2)=[N:47][N:48]=1. Given the product [O:50]1[CH:51]=[CH:52][CH:53]=[C:49]1[C:46]1[O:45][C:44]([NH:43][C:40]([C:30]2[C:29]3[C:34](=[C:25]([CH3:24])[CH:26]=[CH:27][CH:28]=3)[N:33]=[C:32]([C:35]3[S:36][CH:37]=[CH:38][CH:39]=3)[CH:31]=2)=[O:42])=[N:48][N:47]=1, predict the reactants needed to synthesize it. (5) Given the product [CH3:13][O:14][C:15]([C:17]1[NH:18][C:19]2[C:24]([CH:25]=1)=[C:23]([O:26][CH2:46][C:47]([CH3:51])([CH3:50])[CH3:48])[CH:22]=[CH:21][CH:20]=2)=[O:16], predict the reactants needed to synthesize it. The reactants are: CCOC(/N=N/C(OCC)=O)=O.[CH3:13][O:14][C:15]([C:17]1[NH:18][C:19]2[C:24]([CH:25]=1)=[C:23]([OH:26])[CH:22]=[CH:21][CH:20]=2)=[O:16].C1(P(C2C=CC=CC=2)C2C=CC=CC=2)C=CC=CC=1.[CH3:46][C:47]([CH3:51])([CH3:50])[CH2:48]O. (6) Given the product [NH2:22][C:9]1[C:10]([NH:12][CH2:13][C:14]2[CH:15]=[CH:16][C:17]([O:20][CH3:21])=[CH:18][CH:19]=2)=[CH:11][C:2]([F:1])=[C:3]([CH:8]=1)[C:4]([O:6][CH3:7])=[O:5], predict the reactants needed to synthesize it. The reactants are: [F:1][C:2]1[CH:11]=[C:10]([NH:12][CH2:13][C:14]2[CH:19]=[CH:18][C:17]([O:20][CH3:21])=[CH:16][CH:15]=2)[C:9]([N+:22]([O-])=O)=[CH:8][C:3]=1[C:4]([O:6][CH3:7])=[O:5]. (7) Given the product [Cl:8][C:7]([F:9])([F:10])[C:6]([NH:14][C:15]1[CH:16]=[CH:17][CH:18]=[C:19]([C:21]#[C:22][C:23]2[C:24]([NH:29][C:30]3[CH:35]=[CH:34][C:33]([O:36][CH2:37][C:38]4[CH:43]=[CH:42][CH:41]=[C:40]([F:44])[CH:39]=4)=[C:32]([Cl:45])[CH:31]=3)=[N:25][CH:26]=[N:27][CH:28]=2)[N:20]=1)=[O:11], predict the reactants needed to synthesize it. The reactants are: [Cl:8][C:7]([F:10])([F:9])[C:6](O[C:6](=[O:11])[C:7]([F:10])([F:9])[Cl:8])=[O:11].[NH2:14][C:15]1[N:20]=[C:19]([C:21]#[C:22][C:23]2[C:24]([NH:29][C:30]3[CH:35]=[CH:34][C:33]([O:36][CH2:37][C:38]4[CH:43]=[CH:42][CH:41]=[C:40]([F:44])[CH:39]=4)=[C:32]([Cl:45])[CH:31]=3)=[N:25][CH:26]=[N:27][CH:28]=2)[CH:18]=[CH:17][CH:16]=1.C([O-])(O)=O.[Na+]. (8) Given the product [C:24]([O:23][C:21]([NH:20][CH2:19][CH2:18][CH2:17][C@@H:16]([C:28]([NH:30][C@H:31]([C:53]([NH2:55])=[O:54])[CH2:32][S:33][C:34]([C:41]1[CH:46]=[CH:45][CH:44]=[CH:43][CH:42]=1)([C:47]1[CH:52]=[CH:51][CH:50]=[CH:49][CH:48]=1)[C:35]1[CH:36]=[CH:37][CH:38]=[CH:39][CH:40]=1)=[O:29])[NH:15][C:13]([O:12][C:11]1[CH:10]=[CH:9][C:8]([CH2:7][C@H:6]([NH:58][C:59]([O:61][C:62]([CH3:63])([CH3:65])[CH3:64])=[O:60])[C:5]([OH:66])=[O:4])=[CH:57][CH:56]=1)=[O:14])=[O:22])([CH3:25])([CH3:26])[CH3:27], predict the reactants needed to synthesize it. The reactants are: C([O:4][C:5](=[O:66])[C@@H:6]([NH:58][C:59]([O:61][C:62]([CH3:65])([CH3:64])[CH3:63])=[O:60])[CH2:7][C:8]1[CH:57]=[CH:56][C:11]([O:12][C:13]([NH:15][C@H:16]([C:28]([NH:30][C@H:31]([C:53]([NH2:55])=[O:54])[CH2:32][S:33][C:34]([C:47]2[CH:52]=[CH:51][CH:50]=[CH:49][CH:48]=2)([C:41]2[CH:46]=[CH:45][CH:44]=[CH:43][CH:42]=2)[C:35]2[CH:40]=[CH:39][CH:38]=[CH:37][CH:36]=2)=[O:29])[CH2:17][CH2:18][CH2:19][NH:20][C:21]([O:23][C:24]([CH3:27])([CH3:26])[CH3:25])=[O:22])=[O:14])=[CH:10][CH:9]=1)C=C.C(N(CC)CC)C.C(O)=O.